From a dataset of Forward reaction prediction with 1.9M reactions from USPTO patents (1976-2016). Predict the product of the given reaction. (1) Given the reactants [Cl:1][C:2]1[CH:3]=[N:4][CH:5]=[CH:6][C:7]=1[C:8]1[C:9]([C:16]2[CH:21]=[CH:20][CH:19]=[CH:18][C:17]=2[F:22])=[N:10][C:11]([NH2:15])=[C:12]([NH2:14])[CH:13]=1.C1C[O:26][CH2:25]C1.C(N1C=CN=C1)(N1C=CN=C1)=O, predict the reaction product. The product is: [Cl:1][C:2]1[CH:3]=[N:4][CH:5]=[CH:6][C:7]=1[C:8]1[CH:13]=[C:12]2[NH:14][C:25](=[O:26])[NH:15][C:11]2=[N:10][C:9]=1[C:16]1[CH:21]=[CH:20][CH:19]=[CH:18][C:17]=1[F:22]. (2) Given the reactants [Br:1][C:2]1[S:6][C:5]([C:7]([C:9](=[CH:15][C:16]2[CH:21]=[CH:20][CH:19]=[CH:18][CH:17]=2)[C:10]([O:12][CH2:13][CH3:14])=[O:11])=[O:8])=[CH:4][CH:3]=1.[Cl-].[Cl-].[Cl-].[Al+3], predict the reaction product. The product is: [Br:1][C:2]1[S:6][C:5]2[C:7](=[O:8])[CH:9]([C:10]([O:12][CH2:13][CH3:14])=[O:11])[CH:15]([C:16]3[CH:17]=[CH:18][CH:19]=[CH:20][CH:21]=3)[C:4]=2[CH:3]=1. (3) Given the reactants Cl[CH2:2][C:3]([N:5]1[C:14]2[C:9](=[CH:10][CH:11]=[CH:12][CH:13]=2)[CH2:8][CH2:7][CH2:6]1)=[O:4].[Cl-].[Al+3].[Cl-].[Cl-].O, predict the reaction product. The product is: [CH2:2]1[C:13]2=[C:14]3[C:9](=[CH:10][CH:11]=[CH:12]2)[CH2:8][CH2:7][CH2:6][N:5]3[C:3]1=[O:4].